This data is from Catalyst prediction with 721,799 reactions and 888 catalyst types from USPTO. The task is: Predict which catalyst facilitates the given reaction. Reactant: [CH3:1][Si](C=[N+]=[N-])(C)C.C[CH2:9][O:10]CC.[Si:13]([O:20][C:21]1[CH:48]=[CH:47][C:24]([CH2:25][C:26]2[C:27](=[O:46])[O:28][C:29](=[O:45])[C:30]=2[C@H:31]2[CH2:36][CH2:35][C@@H:34]([O:37][Si:38]([C:41]([CH3:44])([CH3:43])[CH3:42])([CH3:40])[CH3:39])[CH2:33][CH2:32]2)=[CH:23][CH:22]=1)([C:16]([CH3:19])([CH3:18])[CH3:17])([CH3:15])[CH3:14]. Product: [Si:13]([O:20][C:21]1[CH:22]=[CH:23][C:24]([CH2:25]/[C:26](=[C:30](\[C@H:31]2[CH2:32][CH2:33][C@@H:34]([O:37][Si:38]([C:41]([CH3:42])([CH3:43])[CH3:44])([CH3:40])[CH3:39])[CH2:35][CH2:36]2)/[C:29]([O:10][CH3:9])=[O:45])/[C:27]([O:28][CH3:1])=[O:46])=[CH:47][CH:48]=1)([C:16]([CH3:18])([CH3:17])[CH3:19])([CH3:14])[CH3:15]. The catalyst class is: 5.